From a dataset of Full USPTO retrosynthesis dataset with 1.9M reactions from patents (1976-2016). Predict the reactants needed to synthesize the given product. (1) Given the product [N+:15]([C:12]1[CH:13]=[CH:14][C:9]([O:8][C:6]2[N:5]=[CH:4][N:3]=[C:2]([NH:18][C:19]3[CH:24]=[CH:23][CH:22]=[CH:21][CH:20]=3)[CH:7]=2)=[CH:10][CH:11]=1)([O-:17])=[O:16], predict the reactants needed to synthesize it. The reactants are: Cl[C:2]1[CH:7]=[C:6]([O:8][C:9]2[CH:14]=[CH:13][C:12]([N+:15]([O-:17])=[O:16])=[CH:11][CH:10]=2)[N:5]=[CH:4][N:3]=1.[NH2:18][C:19]1[CH:24]=[CH:23][CH:22]=[CH:21][CH:20]=1.C(OCC)(=O)C.O. (2) Given the product [OH:2][CH2:1][C:3]1[S:7][C:6](=[O:8])[N:5]([CH3:9])[C:4]=1[C:10]1[CH:22]=[N:21][C:20]2[C:19]3[CH:18]=[CH:17][C:16]([C:23]([O:25][CH3:26])=[O:24])=[CH:15][C:14]=3[N:13]([CH:27]([C:34]3[CH:39]=[CH:38][CH:37]=[CH:36][CH:35]=3)[CH:28]3[CH2:29][CH2:30][O:31][CH2:32][CH2:33]3)[C:12]=2[CH:11]=1, predict the reactants needed to synthesize it. The reactants are: [CH:1]([C:3]1[S:7][C:6](=[O:8])[N:5]([CH3:9])[C:4]=1[C:10]1[CH:22]=[N:21][C:20]2[C:19]3[CH:18]=[CH:17][C:16]([C:23]([O:25][CH3:26])=[O:24])=[CH:15][C:14]=3[N:13]([CH:27]([C:34]3[CH:39]=[CH:38][CH:37]=[CH:36][CH:35]=3)[CH:28]3[CH2:33][CH2:32][O:31][CH2:30][CH2:29]3)[C:12]=2[CH:11]=1)=[O:2].[BH4-].[Na+]. (3) Given the product [Br:14][C:15]1[CH:16]=[C:17]2[C:22](=[CH:23][CH:24]=1)[N:21]([CH3:25])[N:20]([C:11]([C:9]1[CH:10]=[C:5]3[N:4]=[CH:3][C:2]([Cl:1])=[CH:7][N:6]3[N:8]=1)=[O:13])[CH2:19][CH2:18]2, predict the reactants needed to synthesize it. The reactants are: [Cl:1][C:2]1[CH:3]=[N:4][C:5]2[N:6]([N:8]=[C:9]([C:11]([OH:13])=O)[CH:10]=2)[CH:7]=1.[Br:14][C:15]1[CH:16]=[C:17]2[C:22](=[CH:23][CH:24]=1)[N:21]([CH3:25])[NH:20][CH2:19][CH2:18]2. (4) Given the product [OH:16][C:14]([CH3:17])([CH3:15])[CH2:13][N:12]1[C:11]2[C:10]3[CH:9]=[CH:8][CH:7]=[CH:6][C:5]=3[N:4]=[CH:3][C:2]=2[N:1]=[C:23]1[NH:22][C:20](=[O:21])[O:19][CH3:18], predict the reactants needed to synthesize it. The reactants are: [NH2:1][C:2]1[CH:3]=[N:4][C:5]2[C:10]([C:11]=1[NH:12][CH2:13][C:14]([CH3:17])([OH:16])[CH3:15])=[CH:9][CH:8]=[CH:7][CH:6]=2.[CH3:18][O:19][C:20]([NH:22][C:23](=NC(OC)=O)OC)=[O:21].C(O)(=O)C.C1(C)C=CC(S(O)(=O)=O)=CC=1. (5) Given the product [Cl:1][C:2]1[CH:7]=[C:6]2[NH:8][C:9](=[O:38])[C:10]3([CH:15]([C:16]4[CH:21]=[C:20]([Cl:22])[CH:19]=[CH:18][C:17]=4[O:23][C:24]([CH3:28])([C:25](=[O:26])[NH:77][CH:74]4[CH2:75][CH2:76][N:71]([CH3:70])[CH2:72][CH2:73]4)[CH3:27])[CH2:14][C:13](=[O:29])[NH:12][CH:11]3[C:30]3[CH:35]=[C:34]([F:36])[CH:33]=[CH:32][C:31]=3[CH3:37])[C:5]2=[CH:4][CH:3]=1, predict the reactants needed to synthesize it. The reactants are: [Cl:1][C:2]1[CH:7]=[C:6]2[NH:8][C:9](=[O:38])[C:10]3([CH:15]([C:16]4[CH:21]=[C:20]([Cl:22])[CH:19]=[CH:18][C:17]=4[O:23][C:24]([CH3:28])([CH3:27])[CH2:25][OH:26])[CH2:14][C:13](=[O:29])[NH:12][CH:11]3[C:30]3[CH:35]=[C:34]([F:36])[CH:33]=[CH:32][C:31]=3[CH3:37])[C:5]2=[CH:4][CH:3]=1.CCN=C=NCCCN(C)C.Cl.C1C=CC2N(O)N=NC=2C=1.CCN(C(C)C)C(C)C.[CH3:70][N:71]1[CH2:76][CH2:75][CH:74]([NH2:77])[CH2:73][CH2:72]1. (6) Given the product [CH3:1][O:2][C:3](=[O:33])[CH2:4][C@H:5]1[C:9]2[CH:10]=[CH:11][C:12]([O:14][C@H:15]3[C:23]4[C:18](=[C:19]([C:35]5[CH:40]=[C:39]([O:41][CH3:42])[CH:38]=[CH:37][C:36]=5[CH3:43])[CH:20]=[CH:21][CH:22]=4)[CH2:17][CH2:16]3)=[CH:13][C:8]=2[O:7][CH2:6]1, predict the reactants needed to synthesize it. The reactants are: [CH3:1][O:2][C:3](=[O:33])[CH2:4][C@H:5]1[C:9]2[CH:10]=[CH:11][C:12]([O:14][C@H:15]3[C:23]4[C:18](=[C:19](B5OC(C)(C)C(C)(C)O5)[CH:20]=[CH:21][CH:22]=4)[CH2:17][CH2:16]3)=[CH:13][C:8]=2[O:7][CH2:6]1.Br[C:35]1[CH:40]=[C:39]([O:41][CH3:42])[CH:38]=[CH:37][C:36]=1[CH3:43].O.